Dataset: Experimentally validated miRNA-target interactions with 360,000+ pairs, plus equal number of negative samples. Task: Binary Classification. Given a miRNA mature sequence and a target amino acid sequence, predict their likelihood of interaction. (1) The miRNA is hsa-miR-6869-5p with sequence GUGAGUAGUGGCGCGCGGCGGC. The protein sequence of the target gene is MDHSHHMGMSYMDSNSTMQPSHHHPTTSASHSHGGGDSSMMMMPMTFYFGFKNVELLFSGLVINTAGEMAGAFVAVFLLAMFYEGLKIARESLLRKSQVSIRYNSMPVPGPNGTILMETHKTVGQQMLSFPHLLQTVLHIIQVVISYFLMLIFMTYNGYLCIAVAAGAGTGYFLFSWKKAVVVDITEHCH. Result: 1 (interaction). (2) The miRNA is hsa-miR-6735-3p with sequence AGGCCUGUGGCUCCUCCCUCAG. The protein sequence of the target gene is MAKAKKVGARRKASGAPAGARGGPAKANSNPFEVKVNRQKFQILGRKTRHDVGLPGVSRARALRKRTQTLLKEYKERDKSNVFRDKRFGEYNSNMSPEEKMMKRFALEQQRHHEKKSIYNLNEDEELTHYGQSLADIEKHNDIVDSDSDAEDRGTLSAELTAAHFGGGGGLLHKKTQQEGEEREKPKSRKELIEELIAKSKQEKRERQAQREDALELTEKLDQDWKEIQTLLSHKTPKSENRDKKEKPKPDAYDMMVRELGFEMKAQPSNRMKTEAELAKEEQEHLRKLEAERLRRMLGK.... Result: 0 (no interaction). (3) The miRNA is hsa-miR-222-3p with sequence AGCUACAUCUGGCUACUGGGU. The protein sequence of the target gene is MSEEQFGGDGAAAAATAAVGGSAGEQEGAMVAATQGAAAAAGSGAGTGGGTASGGTEGGSAESEGAKIDASKNEEDEGHSNSSPRHSEAATAQREEWKMFIGGLSWDTTKKDLKDYFSKFGEVVDCTLKLDPITGRSRGFGFVLFKESESVDKVMDQKEHKLNGKVIDPKRAKAMKTKEPVKKIFVGGLSPDTPEEKIREYFGGFGEVESIELPMDNKTNKRRGFCFITFKEEEPVKKIMEKKYHNVGLSKCEIKVAMSKEQYQQQQQWGSRGGFAGRARGRGGGPSQNWNQGYSNYWNQ.... Result: 1 (interaction). (4) The miRNA is dre-miR-200a-3p with sequence UAACACUGUCUGGUAACGAUGU. The protein sequence of the target gene is MAFWAGGSPSVVDYFPSEDFYRCGYCKNESGSRSNGMWAHSMTVQDYQDLIDRGWRRSGKYVYKPVMNQTCCPQYTIRCRPLQFQPSKSHKKVLKKMLKFLAKGEVPKGSCEDEPMDSTMDDAVAGDFALINKLDIQCDLKTLSDDIKESLESEGKNSKKEEPQELLQSQDFVGEKLGSGEPSHSVKVHTVPKPGKGADLSKPPCRKAKEIRKERKRLKLMQQNPAGELEGFQAQGHPPSLFPPKAKSNQPKSLEDLIFESLPENASHKLEVRVVRSSPPSSQFKATLLESYQVYKRYQM.... Result: 0 (no interaction).